From a dataset of Reaction yield outcomes from USPTO patents with 853,638 reactions. Predict the reaction yield, written as a fraction of the theoretical maximum amount of product (1.0 means a 100% yield; for example, 0.34 means a 34% yield). (1) The reactants are [N:1]1([CH:10]([NH:14][C:15]([O:17][CH2:18][C:19]2[CH:24]=[CH:23][CH:22]=[CH:21][CH:20]=2)=[O:16])[C:11](O)=[O:12])C2C=CC=CC=2N=N1.C(Cl)(=O)C(Cl)=O.[NH2:31][C:32]1[CH:37]=[C:36]([Br:38])[CH:35]=[CH:34][C:33]=1[C:39](=O)[CH3:40].CN1CCOCC1.C([O-])(=O)C.[NH4+].[OH-].[Na+]. The catalyst is C(Cl)Cl.O1CCCC1.CO.O.CN(C)C=O. The product is [Br:38][C:36]1[CH:35]=[CH:34][C:33]2[C:39]([CH3:40])=[N:1][CH:10]([NH:14][C:15](=[O:16])[O:17][CH2:18][C:19]3[CH:24]=[CH:23][CH:22]=[CH:21][CH:20]=3)[C:11](=[O:12])[NH:31][C:32]=2[CH:37]=1. The yield is 0.530. (2) The reactants are [Cl:1][C:2]1[CH:7]=[CH:6][C:5]([C:8]2[C:17]3[C:12](=[CH:13][CH:14]=[CH:15][CH:16]=3)[N:11]=[CH:10][C:9]=2[S:18]([C:21]2[CH:26]=[CH:25][C:24]([CH3:27])=[CH:23][CH:22]=2)(=[O:20])=[O:19])=[CH:4][CH:3]=1.Cl. The catalyst is C(OCC)(=O)C. The product is [ClH:1].[Cl:1][C:2]1[CH:3]=[CH:4][C:5]([C:8]2[C:17]3[C:12](=[CH:13][CH:14]=[CH:15][CH:16]=3)[N:11]=[CH:10][C:9]=2[S:18]([C:21]2[CH:22]=[CH:23][C:24]([CH3:27])=[CH:25][CH:26]=2)(=[O:19])=[O:20])=[CH:6][CH:7]=1. The yield is 0.800. (3) The reactants are [CH3:1][CH:2]([CH3:14])[CH2:3][CH2:4][NH:5][N:6]1[CH:10]=[CH:9][CH:8]=[C:7]1[C:11]([OH:13])=[O:12].[C:15](=O)([O-])[O-:16].[K+].[K+].C(Cl)(Cl)=O.C(OCC)(=O)C. The catalyst is O. The product is [CH3:1][CH:2]([CH3:14])[CH2:3][CH2:4][N:5]1[C:15](=[O:16])[O:12][C:11](=[O:13])[C:7]2[N:6]1[CH:10]=[CH:9][CH:8]=2. The yield is 0.570. (4) The product is [Cl:1][C:2]1[CH:7]=[CH:6][C:5]([S:8]([N:11]([CH2:19][C:20]2[CH:21]=[CH:22][C:23]([O:30][CH3:31])=[C:24]([CH:29]=2)[C:25]([OH:27])=[O:26])[CH2:12][CH:13]2[CH2:14][CH2:15][O:16][CH2:17][CH2:18]2)(=[O:9])=[O:10])=[CH:4][CH:3]=1. The catalyst is C1COCC1.O. The yield is 0.870. The reactants are [Cl:1][C:2]1[CH:7]=[CH:6][C:5]([S:8]([N:11]([CH2:19][C:20]2[CH:21]=[CH:22][C:23]([O:30][CH3:31])=[C:24]([CH:29]=2)[C:25]([O:27]C)=[O:26])[CH2:12][CH:13]2[CH2:18][CH2:17][O:16][CH2:15][CH2:14]2)(=[O:10])=[O:9])=[CH:4][CH:3]=1.O.[OH-].[Li+]. (5) The reactants are F[C:2]1[CH:7]=[CH:6][C:5]([N+:8]([O-:10])=[O:9])=[CH:4][CH:3]=1.[C:11]([NH2:15])([CH3:14])([CH3:13])[CH3:12].O. The catalyst is CS(C)=O. The product is [C:11]([NH:15][C:2]1[CH:7]=[CH:6][C:5]([N+:8]([O-:10])=[O:9])=[CH:4][CH:3]=1)([CH3:14])([CH3:13])[CH3:12]. The yield is 0.730. (6) The reactants are [C:1]([C:3]1[C:4]([C:17]2[CH:22]=[CH:21][C:20]([F:23])=[CH:19][C:18]=2[CH3:24])=[CH:5][C:6]([N:9]2[CH2:14][CH2:13][S:12](=[O:16])(=[O:15])[CH2:11][CH2:10]2)=[N:7][CH:8]=1)#[N:2].S(=O)(=O)(O)[OH:26].[OH-].[Na+]. The product is [F:23][C:20]1[CH:21]=[CH:22][C:17]([C:4]2[CH:5]=[C:6]([N:9]3[CH2:14][CH2:13][S:12](=[O:15])(=[O:16])[CH2:11][CH2:10]3)[N:7]=[CH:8][C:3]=2[C:1]([NH2:2])=[O:26])=[C:18]([CH3:24])[CH:19]=1. The yield is 1.01. The catalyst is C1(C)C=CC=CC=1. (7) The reactants are Br[C:2]1[C:3](=[O:16])[C:4]([CH3:15])([CH3:14])[O:5][C:6]=1[C:7]1[CH:12]=[CH:11][C:10]([Cl:13])=[CH:9][CH:8]=1.CC1(C)C(C)(C)OB([C:25]2[CH:42]=[CH:41][C:28]([O:29][CH2:30][C:31]3[CH:40]=[CH:39][C:38]4[C:33](=[CH:34][CH:35]=[CH:36][CH:37]=4)[N:32]=3)=[CH:27][CH:26]=2)O1.C([O-])([O-])=O.[Cs+].[Cs+]. The catalyst is C1(C)C=CC=CC=1.O.C1C=CC(P(C2C=CC=CC=2)[C-]2C=CC=C2)=CC=1.C1C=CC(P(C2C=CC=CC=2)[C-]2C=CC=C2)=CC=1.Cl[Pd]Cl.[Fe+2]. The product is [Cl:13][C:10]1[CH:11]=[CH:12][C:7]([C:6]2[O:5][C:4]([CH3:15])([CH3:14])[C:3](=[O:16])[C:2]=2[C:25]2[CH:26]=[CH:27][C:28]([O:29][CH2:30][C:31]3[CH:40]=[CH:39][C:38]4[C:33](=[CH:34][CH:35]=[CH:36][CH:37]=4)[N:32]=3)=[CH:41][CH:42]=2)=[CH:8][CH:9]=1. The yield is 0.350.